Dataset: Catalyst prediction with 721,799 reactions and 888 catalyst types from USPTO. Task: Predict which catalyst facilitates the given reaction. (1) Reactant: [C:1]([O:5][C:6]([NH:8][C@H:9]1[CH2:13][C@H:12]([O:14][C:15]2[C:24]3[C:19](=[CH:20][C:21]([O:25][CH3:26])=[CH:22][CH:23]=3)[N:18]=[C:17]([C:27]3[CH:32]=[CH:31][CH:30]=[CH:29][CH:28]=3)[CH:16]=2)[CH2:11][C@H:10]1[C:33](O)=[O:34])=[O:7])([CH3:4])([CH3:3])[CH3:2].[NH2:36][C@:37]1([C:42]([NH:44][S:45]([C:48]2[CH:49]=[CH:50][CH:51]=[C:52]3[C:56]=2[NH:55][CH:54]=[CH:53]3)(=[O:47])=[O:46])=[O:43])[CH2:39][C@H:38]1[CH:40]=[CH2:41].CCN(C(C)C)C(C)C.CN(C(ON1N=NC2C=CC=CC1=2)=[N+](C)C)C.[B-](F)(F)(F)F. Product: [C:1]([O:5][C:6](=[O:7])[NH:8][C@H:9]1[CH2:13][C@H:12]([O:14][C:15]2[C:24]3[C:19](=[CH:20][C:21]([O:25][CH3:26])=[CH:22][CH:23]=3)[N:18]=[C:17]([C:27]3[CH:32]=[CH:31][CH:30]=[CH:29][CH:28]=3)[CH:16]=2)[CH2:11][C@H:10]1[C:33](=[O:34])[NH:36][C@:37]1([C:42]([NH:44][S:45]([C:48]2[CH:49]=[CH:50][CH:51]=[C:52]3[C:56]=2[NH:55][CH:54]=[CH:53]3)(=[O:47])=[O:46])=[O:43])[CH2:39][C@H:38]1[CH:40]=[CH2:41])([CH3:2])([CH3:4])[CH3:3]. The catalyst class is: 861. (2) Reactant: [CH3:1][O:2][CH2:3][CH2:4][N:5]1[C:9]([CH3:10])=[C:8]([CH3:11])[S:7][C:6]1=[NH:12].CCN(CC)CC.[C:20](Cl)(=[O:27])[C:21]1[CH:26]=[CH:25][CH:24]=[CH:23][CH:22]=1. Product: [CH3:1][O:2][CH2:3][CH2:4][N:5]1[C:9]([CH3:10])=[C:8]([CH3:11])[S:7]/[C:6]/1=[N:12]\[C:20](=[O:27])[C:21]1[CH:26]=[CH:25][CH:24]=[CH:23][CH:22]=1. The catalyst class is: 1. (3) Reactant: [C:1]([C:5]1[CH:6]=[C:7]([NH:23][S:24]([CH3:27])(=[O:26])=[O:25])[C:8]([O:21][CH3:22])=[C:9]([NH:11][C:12](=[O:20])OC2C=CC=CC=2)[CH:10]=1)([CH3:4])([CH3:3])[CH3:2].C(OC(C)=O)(C)C.[NH2:35][C:36]1[C:45]2[C:40](=[CH:41][CH:42]=[CH:43][CH:44]=2)[C:39]([O:46][C:47]2[CH:52]=[CH:51][N:50]=[C:49]([NH:53][C:54]3[CH:55]=[C:56]([CH:70]=[C:71]([C:73]#[CH:74])[CH:72]=3)[C:57]([NH:59][CH2:60][CH2:61][O:62][CH2:63][CH2:64][O:65][CH2:66][CH2:67][O:68][CH3:69])=[O:58])[N:48]=2)=[CH:38][CH:37]=1. Product: [C:1]([C:5]1[CH:6]=[C:7]([NH:23][S:24]([CH3:27])(=[O:25])=[O:26])[C:8]([O:21][CH3:22])=[C:9]([NH:11][C:12](=[O:20])[NH:35][C:36]2[C:45]3[C:40](=[CH:41][CH:42]=[CH:43][CH:44]=3)[C:39]([O:46][C:47]3[CH:52]=[CH:51][N:50]=[C:49]([NH:53][C:54]4[CH:55]=[C:56]([CH:70]=[C:71]([C:73]#[CH:74])[CH:72]=4)[C:57]([NH:59][CH2:60][CH2:61][O:62][CH2:63][CH2:64][O:65][CH2:66][CH2:67][O:68][CH3:69])=[O:58])[N:48]=3)=[CH:38][CH:37]=2)[CH:10]=1)([CH3:3])([CH3:2])[CH3:4]. The catalyst class is: 424.